This data is from Catalyst prediction with 721,799 reactions and 888 catalyst types from USPTO. The task is: Predict which catalyst facilitates the given reaction. (1) Reactant: [H-].[CH2:2]([Al+:6][CH2:7][CH:8]([CH3:10])[CH3:9])[CH:3]([CH3:5])[CH3:4]. Product: [CH3:4][CH:3]([CH2:2][AlH:6][CH2:7][CH:8]([CH3:10])[CH3:9])[CH3:5]. The catalyst class is: 11. (2) Reactant: [Br:1][C:2]1[CH:3]=[CH:4][C:5]([NH:12][S:13]([C:16]2[CH:21]=[CH:20][C:19]([O:22][C:23]([F:26])([F:25])[F:24])=[CH:18][CH:17]=2)(=[O:15])=[O:14])=[C:6]([CH:11]=1)[C:7]([O:9]C)=[O:8].[OH-].[Na+]. Product: [Br:1][C:2]1[CH:3]=[CH:4][C:5]([NH:12][S:13]([C:16]2[CH:17]=[CH:18][C:19]([O:22][C:23]([F:26])([F:24])[F:25])=[CH:20][CH:21]=2)(=[O:15])=[O:14])=[C:6]([CH:11]=1)[C:7]([OH:9])=[O:8]. The catalyst class is: 30.